Predict the product of the given reaction. From a dataset of Forward reaction prediction with 1.9M reactions from USPTO patents (1976-2016). The product is: [F:10][C:11]1[CH:16]=[CH:15][C:14]([N+:17]([O-:19])=[O:18])=[CH:13][C:12]=1[C:2]1[CH:9]=[CH:8][C:5]([C:6]#[N:7])=[CH:4][CH:3]=1. Given the reactants Br[C:2]1[CH:9]=[CH:8][C:5]([C:6]#[N:7])=[CH:4][CH:3]=1.[F:10][C:11]1[CH:16]=[CH:15][C:14]([N+:17]([O-:19])=[O:18])=[CH:13][C:12]=1B1OC(C)(C)C(C)(C)O1, predict the reaction product.